From a dataset of Reaction yield outcomes from USPTO patents with 853,638 reactions. Predict the reaction yield, written as a fraction of the theoretical maximum amount of product (1.0 means a 100% yield; for example, 0.34 means a 34% yield). (1) The reactants are [N+:1]([C:4]1[CH:5]=[CH:6][C:7]2[C:16]3[C:11](=[C:12]4[CH:20]=[C:19]5[O:21][CH2:22][O:23][C:18]5=[CH:17][C:13]4=[N:14][CH:15]=3)[N:10]([CH2:24][CH2:25][N:26]([CH3:28])[CH3:27])[C:9](=[O:29])[C:8]=2[CH:30]=1)([O-])=O.O.NN. The catalyst is C(O)C.[Ni]. The product is [NH2:1][C:4]1[CH:5]=[CH:6][C:7]2[C:16]3[C:11](=[C:12]4[CH:20]=[C:19]5[O:21][CH2:22][O:23][C:18]5=[CH:17][C:13]4=[N:14][CH:15]=3)[N:10]([CH2:24][CH2:25][N:26]([CH3:27])[CH3:28])[C:9](=[O:29])[C:8]=2[CH:30]=1. The yield is 0.691. (2) The reactants are CS(Cl)(=O)=O.O[CH2:7][CH2:8][O:9][CH2:10][CH2:11][N:12]([CH:20]([CH3:22])[CH3:21])[C:13](=[O:19])[O:14][C:15]([CH3:18])([CH3:17])[CH3:16].C(N(CC)CC)C.[N-:30]=[N+:31]=[N-:32].[Na+]. The catalyst is [Br-].C([N+](CCCC)(CCCC)CCCC)CCC.O.C1(C)C=CC=CC=1. The product is [N:30]([CH2:7][CH2:8][O:9][CH2:10][CH2:11][N:12]([CH:20]([CH3:22])[CH3:21])[C:13](=[O:19])[O:14][C:15]([CH3:18])([CH3:17])[CH3:16])=[N+:31]=[N-:32]. The yield is 0.850. (3) The reactants are [CH2:1]([C:4]1[N:5]=[C:6]([C@@H:26]2[C@H:30]([CH2:31][CH3:32])[CH2:29][C@H:28]([NH:33][S:34]([CH:37]3[CH2:39][CH2:38]3)(=[O:36])=[O:35])[CH2:27]2)[N:7]2[C:12]3[CH:13]=[CH:14][N:15](S(C4C=CC(C)=CC=4)(=O)=O)[C:11]=3[N:10]=[CH:9][C:8]=12)C=C.I([O-])(=O)(=O)=[O:41].[Na+].[BH4-].[Na+].Cl.[OH-].[Na+]. The catalyst is O1CCOCC1.O.CCOC(C)=O.[NH4+].[Cl-].[Os](=O)(=O)(=O)=O. The product is [CH2:31]([C@H:30]1[C@@H:26]([C:6]2[N:7]3[C:12]4[CH:13]=[CH:14][NH:15][C:11]=4[N:10]=[CH:9][C:8]3=[C:4]([CH2:1][OH:41])[N:5]=2)[CH2:27][C@@H:28]([NH:33][S:34]([CH:37]2[CH2:39][CH2:38]2)(=[O:35])=[O:36])[CH2:29]1)[CH3:32]. The yield is 0.0600.